From a dataset of Full USPTO retrosynthesis dataset with 1.9M reactions from patents (1976-2016). Predict the reactants needed to synthesize the given product. (1) The reactants are: [CH3:1][CH2:2][OH:3].[C:4]1([OH:10])[CH:9]=[CH:8][CH:7]=[CH:6][CH:5]=1.C([O-])([O-])=O.[K+].[K+].[CH2:17]1O[CH2:18]1. Given the product [CH2:2]([O:3][CH2:17][CH2:18][O:10][C:4]1[CH:9]=[CH:8][CH:7]=[CH:6][CH:5]=1)[CH3:1], predict the reactants needed to synthesize it. (2) Given the product [Cl:1][C:2]1[C:7]([S:8]([NH:22][C:16]2[CH:17]=[N:18][C:19]([O:20][CH3:21])=[C:14]([O:13][CH3:12])[CH:15]=2)(=[O:10])=[O:9])=[CH:6][CH:5]=[CH:4][N:3]=1.[NH2:3][C:24]1[C:29]([S:30]([NH:22][C:16]2[CH:17]=[N:18][C:19]([O:20][CH3:21])=[C:14]([O:13][CH3:12])[CH:15]=2)(=[O:32])=[O:31])=[CH:28][CH:27]=[CH:26][N:25]=1, predict the reactants needed to synthesize it. The reactants are: [Cl:1][C:2]1[C:7]([S:8](Cl)(=[O:10])=[O:9])=[CH:6][CH:5]=[CH:4][N:3]=1.[CH3:12][O:13][C:14]1[CH:15]=[C:16]([NH2:22])[CH:17]=[N:18][C:19]=1[O:20][CH3:21].Cl[C:24]1[C:29]([S:30](NC2C=CC(OC)=C(OC)N=2)(=[O:32])=[O:31])=[CH:28][CH:27]=[CH:26][N:25]=1. (3) Given the product [Cl:1][CH2:2][CH2:3][CH2:4][CH2:5][C:6]([C:8]1[CH:9]=[C:10]([N+:17]([O-:19])=[O:18])[C:11]2[O:15][CH2:14][CH2:13][C:12]=2[CH:16]=1)=[O:7], predict the reactants needed to synthesize it. The reactants are: [Cl:1][CH2:2][CH2:3][CH2:4][CH2:5][C:6]([C:8]1[CH:9]=[CH:10][C:11]2[O:15][CH2:14][CH2:13][C:12]=2[CH:16]=1)=[O:7].[N+:17]([O-])([OH:19])=[O:18].S(=O)(=O)(O)O. (4) The reactants are: [CH3:1][O:2][C:3](=[O:20])[C:4]1[CH:9]=[CH:8][C:7]([CH2:10][NH:11][C:12]2[N:17]=[C:16]([Cl:18])[N:15]=[C:14](Cl)[N:13]=2)=[CH:6][CH:5]=1.CCN(C(C)C)C(C)C.[NH2:30][CH:31]1[CH2:39][C:38]2[C:33](=[CH:34][CH:35]=[CH:36][CH:37]=2)[CH2:32]1.Cl.[NH4+].[Cl-]. Given the product [Cl:18][C:16]1[N:15]=[C:14]([NH:30][CH:31]2[CH2:39][C:38]3[C:33](=[CH:34][CH:35]=[CH:36][CH:37]=3)[CH2:32]2)[N:13]=[C:12]([NH:11][CH2:10][C:7]2[CH:6]=[CH:5][C:4]([C:3]([O:2][CH3:1])=[O:20])=[CH:9][CH:8]=2)[N:17]=1, predict the reactants needed to synthesize it. (5) The reactants are: C(=O)([O-])[O-].[K+].[K+].C([O:9][C@H:10]([CH2:28][CH2:29][C:30]1[CH:35]=[CH:34][CH:33]=[CH:32][CH:31]=1)[C@H:11]([CH2:15][CH2:16][N:17]1[C:22](=[O:23])[C:21]2[CH:24]=[CH:25][CH:26]=[CH:27][C:20]=2[N:19]=[N:18]1)[C:12]([OH:14])=[O:13])=O.O1CCCC1. Given the product [OH:9][C@H:10]([CH2:28][CH2:29][C:30]1[CH:31]=[CH:32][CH:33]=[CH:34][CH:35]=1)[C@H:11]([CH2:15][CH2:16][N:17]1[C:22](=[O:23])[C:21]2[CH:24]=[CH:25][CH:26]=[CH:27][C:20]=2[N:19]=[N:18]1)[C:12]([OH:14])=[O:13], predict the reactants needed to synthesize it. (6) Given the product [F:36][C:33]1[CH:32]=[CH:31][C:30]([N:27]2[C:22]3[CH:23]=[C:24]4[C@:19]([CH2:37][O:38][CH3:39])([CH2:20][C:21]=3[CH:29]=[N:28]2)[CH2:18][N:17]([S:14]([C:10]2[CH:9]=[CH:8][CH:13]=[C:12]([N:4]3[CH2:5][CH2:6][C@@H:2]([F:1])[CH2:3]3)[CH:11]=2)(=[O:16])=[O:15])[CH2:26][CH2:25]4)=[CH:35][CH:34]=1, predict the reactants needed to synthesize it. The reactants are: [F:1][C@@H:2]1[CH2:6][CH2:5][NH:4][CH2:3]1.Br[C:8]1[CH:9]=[C:10]([S:14]([N:17]2[CH2:26][CH2:25][C:24]3[C@:19]([CH2:37][O:38][CH3:39])([CH2:20][C:21]4[CH:29]=[N:28][N:27]([C:30]5[CH:35]=[CH:34][C:33]([F:36])=[CH:32][CH:31]=5)[C:22]=4[CH:23]=3)[CH2:18]2)(=[O:16])=[O:15])[CH:11]=[CH:12][CH:13]=1. (7) The reactants are: [CH2:1]([NH:4][C:5]1[N:10]=[C:9]([NH:11][CH2:12][CH2:13][CH3:14])[N:8]=[C:7]([N:15]([CH3:18])[O:16][CH3:17])[N:6]=1)[CH2:2][CH3:3].C(ONC)[C:20]1[CH:25]=[CH:24][CH:23]=[CH:22][CH:21]=1. Given the product [CH2:17]([O:16][N:15]([C:7]1[N:6]=[C:5]([NH:4][CH2:1][CH2:2][CH3:3])[N:10]=[C:9]([NH:11][CH2:12][CH2:13][CH3:14])[N:8]=1)[CH3:18])[C:20]1[CH:25]=[CH:24][CH:23]=[CH:22][CH:21]=1, predict the reactants needed to synthesize it. (8) Given the product [NH2:23][CH2:24][C:25]([NH:11][C:9]1[S:10][C:6]2[CH:5]=[C:4]([O:3][C:2]([F:1])([F:14])[F:15])[CH:13]=[CH:12][C:7]=2[N:8]=1)=[O:26], predict the reactants needed to synthesize it. The reactants are: [F:1][C:2]([F:15])([F:14])[O:3][C:4]1[CH:13]=[CH:12][C:7]2[N:8]=[C:9]([NH2:11])[S:10][C:6]=2[CH:5]=1.C(OC([NH:23][CH2:24][C:25](O)=[O:26])=O)(C)(C)C.CCN=C=NCCCN(C)C.O1CCOCC1.